This data is from Full USPTO retrosynthesis dataset with 1.9M reactions from patents (1976-2016). The task is: Predict the reactants needed to synthesize the given product. Given the product [CH2:27]([O:34][C:35]([N:37]1[CH2:41][CH2:42][C:22]([C:11]2[O:12][C:13]([C:14]3[CH:19]=[CH:18][C:17]([O:20][CH3:21])=[CH:16][CH:15]=3)=[C:9]([C:6]3[CH:5]=[CH:4][C:3]([O:2][CH3:1])=[CH:8][CH:7]=3)[N:10]=2)([C:23]([O:25][CH3:26])=[O:24])[CH2:39][CH2:38]1)=[O:36])[C:28]1[CH:33]=[CH:32][CH:31]=[CH:30][CH:29]=1, predict the reactants needed to synthesize it. The reactants are: [CH3:1][O:2][C:3]1[CH:8]=[CH:7][C:6]([C:9]2[N:10]=[C:11]([CH2:22][C:23]([O:25][CH3:26])=[O:24])[O:12][C:13]=2[C:14]2[CH:19]=[CH:18][C:17]([O:20][CH3:21])=[CH:16][CH:15]=2)=[CH:5][CH:4]=1.[CH2:27]([O:34][C:35]([N:37]([CH2:41][CH2:42]Br)[CH2:38][CH2:39]Br)=[O:36])[C:28]1[CH:33]=[CH:32][CH:31]=[CH:30][CH:29]=1.[H-].[Na+].Cl.